This data is from Full USPTO retrosynthesis dataset with 1.9M reactions from patents (1976-2016). The task is: Predict the reactants needed to synthesize the given product. (1) Given the product [NH2:14][C:10]1[CH:9]=[CH:8][CH:7]=[C:6]2[C:11]=1[CH:12]=[CH:13][N:4]([CH:1]1[CH2:3][CH2:2]1)[C:5]2=[O:17], predict the reactants needed to synthesize it. The reactants are: [CH:1]1([N:4]2[CH:13]=[CH:12][C:11]3[C:6](=[CH:7][CH:8]=[CH:9][C:10]=3[N+:14]([O-])=O)[C:5]2=[O:17])[CH2:3][CH2:2]1.C(O)C.[Cl-].[NH4+].O. (2) Given the product [CH2:35]([O:42][C:43]1[CH:48]=[CH:47][C:46]([Br:49])=[CH:45][C:44]=1[NH2:50])[C:36]1[CH:41]=[CH:40][CH:39]=[CH:38][CH:37]=1, predict the reactants needed to synthesize it. The reactants are: C(OC1C=CC(Cl)=CC=1N)C1C=CC=CC=1.C(OC1C=CC(Cl)=CC=1[N+]([O-])=O)C1C=CC=CC=1.[CH2:35]([O:42][C:43]1[CH:48]=[CH:47][C:46]([Br:49])=[CH:45][C:44]=1[N+:50]([O-])=O)[C:36]1[CH:41]=[CH:40][CH:39]=[CH:38][CH:37]=1.